Predict the product of the given reaction. From a dataset of Forward reaction prediction with 1.9M reactions from USPTO patents (1976-2016). (1) Given the reactants [Cl:1][CH2:2][CH2:3][CH2:4][CH2:5][O:6][C:7]1[CH:12]=[CH:11][C:10]([CH:13]2[CH:18]([C:19]3[CH:24]=[CH:23][C:22]([OH:25])=[CH:21][CH:20]=3)[C:17]([C:31]([F:34])([F:33])[F:32])([O:26][Si](C)(C)C)[C:16]3[CH:35]=[CH:36][C:37]([OH:39])=[CH:38][C:15]=3[O:14]2)=[CH:9][CH:8]=1.Cl, predict the reaction product. The product is: [Cl:1][CH2:2][CH2:3][CH2:4][CH2:5][O:6][C:7]1[CH:12]=[CH:11][C:10]([CH:13]2[CH:18]([C:19]3[CH:24]=[CH:23][C:22]([OH:25])=[CH:21][CH:20]=3)[C:17]([OH:26])([C:31]([F:34])([F:32])[F:33])[C:16]3[CH:35]=[CH:36][C:37]([OH:39])=[CH:38][C:15]=3[O:14]2)=[CH:9][CH:8]=1. (2) The product is: [Cl:43][C:44]1[CH:45]=[C:46]([CH:50]=[CH:51][C:52]=1[F:53])[C:47](/[N:31]=[C:14]1/[N:13]([C@H:10]2[CH2:9][CH2:8][C@@H:7]([C:5](=[O:6])[NH:4][CH:1]([CH3:2])[CH3:3])[CH2:12][CH2:11]2)[C:21]2[CH:20]=[C:19]([O:22][CH2:23][CH2:24][N:25]3[CH2:30][CH2:29][CH2:28][CH2:27][CH2:26]3)[N:18]=[CH:17][C:16]=2[NH:15]/1)=[O:49]. Given the reactants [CH:1]([NH:4][C:5]([C@@H:7]1[CH2:12][CH2:11][C@H:10]([N:13]2[C:21]3[CH:20]=[C:19]([O:22][CH2:23][CH2:24][N:25]4[CH2:30][CH2:29][CH2:28][CH2:27][CH2:26]4)[N:18]=[CH:17][C:16]=3[NH:15]/[C:14]/2=[N:31]\C(C2C=CC3C=CSC=3C=2)=O)[CH2:9][CH2:8]1)=[O:6])([CH3:3])[CH3:2].[Cl:43][C:44]1[CH:45]=[C:46]([CH:50]=[CH:51][C:52]=1[F:53])[C:47]([OH:49])=O, predict the reaction product.